The task is: Predict the reactants needed to synthesize the given product.. This data is from Full USPTO retrosynthesis dataset with 1.9M reactions from patents (1976-2016). (1) Given the product [OH:20][CH2:21][C:22]([NH:24][C:25]1[CH:26]=[C:27]2[C:31](=[CH:32][CH:33]=1)[NH:30][C:29](=[O:34])/[C:28]/2=[CH:16]\[C:13]1[NH:12][C:8]2[CH2:9][CH2:10][CH2:11][N:5]([CH2:4][CH2:3][NH:2][CH3:19])[C:6](=[O:18])[C:7]=2[C:14]=1[CH3:15])=[O:23], predict the reactants needed to synthesize it. The reactants are: C[N:2]([CH3:19])[CH2:3][CH2:4][N:5]1[CH2:11][CH2:10][CH2:9][C:8]2[NH:12][C:13]([CH:16]=O)=[C:14]([CH3:15])[C:7]=2[C:6]1=[O:18].[OH:20][CH2:21][C:22]([NH:24][C:25]1[CH:26]=[C:27]2[C:31](=[CH:32][CH:33]=1)[NH:30][C:29](=[O:34])[CH2:28]2)=[O:23]. (2) Given the product [CH2:29]([N:3]([CH2:1][CH3:2])[CH2:4][CH2:5][C:6]1[C:14]2[C:9](=[CH:10][CH:11]=[C:12]([N:15]([CH2:31][CH3:32])[S:16]([C:19]3[CH:28]=[CH:27][C:26]4[C:21](=[CH:22][CH:23]=[CH:24][CH:25]=4)[CH:20]=3)(=[O:17])=[O:18])[CH:13]=2)[NH:8][CH:7]=1)[CH3:30], predict the reactants needed to synthesize it. The reactants are: [CH2:1]([N:3]([CH2:29][CH3:30])[CH2:4][CH2:5][C:6]1[C:14]2[C:9](=[CH:10][CH:11]=[C:12]([NH:15][S:16]([C:19]3[CH:28]=[CH:27][C:26]4[C:21](=[CH:22][CH:23]=[CH:24][CH:25]=4)[CH:20]=3)(=[O:18])=[O:17])[CH:13]=2)[NH:8][CH:7]=1)[CH3:2].[CH3:31][C:32](C)([O-])C.[K+].C(I)C.O.